This data is from Catalyst prediction with 721,799 reactions and 888 catalyst types from USPTO. The task is: Predict which catalyst facilitates the given reaction. (1) Reactant: [F:1][C:2]1[C:3]([C:9]#[N:10])=[N:4][CH:5]=[C:6](I)[CH:7]=1.[F:11][C:12]1[C:13]([C:20]([O:22][CH3:23])=[O:21])=[C:14]([Zn]I)[CH:15]=[CH:16][CH:17]=1. Product: [C:9]([C:3]1[N:4]=[CH:5][C:6]([C:14]2[CH:15]=[CH:16][CH:17]=[C:12]([F:11])[C:13]=2[C:20]([O:22][CH3:23])=[O:21])=[CH:7][C:2]=1[F:1])#[N:10]. The catalyst class is: 1. (2) Product: [NH:8]1[CH2:26][CH2:25][CH2:24][C@H:9]1[C:10]([NH:12][CH2:13][C:14]([N:16]1[CH2:23][CH2:22][CH2:21][C@H:17]1[C:18]([OH:20])=[O:19])=[O:15])=[O:11]. Reactant: C(O)(C(F)(F)F)=O.[N:8]1(C(OC(C)(C)C)=O)[CH2:26][CH2:25][CH2:24][C@H:9]1[C:10]([NH:12][CH2:13][C:14]([N:16]1[CH2:23][CH2:22][CH2:21][C@H:17]1[C:18]([OH:20])=[O:19])=[O:15])=[O:11]. The catalyst class is: 2. (3) Reactant: CN(C(ON1N=NC2C=CC=CC1=2)=[N+](C)C)C.[B-](F)(F)(F)F.[C:23]([O:26][C:27]1[C:28](=[CH:32][CH:33]=[CH:34][CH:35]=1)[C:29]([OH:31])=[O:30])(=[O:25])[CH3:24].O[CH2:37][CH2:38][NH:39][C:40](=[O:65])[CH:41]([O:44][CH2:45][CH2:46][CH2:47][CH2:48]/[CH:49]=[CH:50]\[CH2:51]/[CH:52]=[CH:53]\[CH2:54]/[CH:55]=[CH:56]\[CH2:57]/[CH:58]=[CH:59]\[CH2:60]/[CH:61]=[CH:62]\[CH2:63][CH3:64])[CH2:42][CH3:43].O. The catalyst class is: 2. Product: [C:23]([O:26][C:27]1[CH:35]=[CH:34][CH:33]=[CH:32][C:28]=1[C:29]([O:31][CH2:37][CH2:38][NH:39][C:40](=[O:65])[CH:41]([O:44][CH2:45][CH2:46][CH2:47][CH2:48]/[CH:49]=[CH:50]\[CH2:51]/[CH:52]=[CH:53]\[CH2:54]/[CH:55]=[CH:56]\[CH2:57]/[CH:58]=[CH:59]\[CH2:60]/[CH:61]=[CH:62]\[CH2:63][CH3:64])[CH2:42][CH3:43])=[O:30])(=[O:25])[CH3:24]. (4) Reactant: [CH3:1][O:2][C:3]1[CH:4]=[C:5](CS([O-])(=O)=O)[CH:6]=[C:7]([O:11][CH3:12])[C:8]=1[O:9][CH3:10].[F:18][C:19]1[CH:25]=[CH:24][C:22]([NH2:23])=[CH:21][CH:20]=1.C([O-])([O-])=O.[K+].[K+]. Product: [F:18][C:19]1[CH:25]=[CH:24][C:22]([NH:23][C:5]2[CH:6]=[C:7]([O:11][CH3:12])[C:8]([O:9][CH3:10])=[C:3]([O:2][CH3:1])[CH:4]=2)=[CH:21][CH:20]=1. The catalyst class is: 218. (5) The catalyst class is: 41. Reactant: [CH3:1][CH2:2][C@H:3]1[O:18][C:16](=[O:17])[C@H:15]([CH3:19])[C@@H:14]([O:20][C@@H:21]2[O:26][C@@H:25]([CH3:27])[C@H:24]([OH:28])[C@@:23]([O:30][CH3:31])([CH3:29])[CH2:22]2)[C@H:13]([CH3:32])[C@@H:12]([O:33][C@@H:34]2[O:39][C@H:38]([CH3:40])[CH2:37][C@H:36]([N:41]([CH3:43])[CH3:42])[C@H:35]2[OH:44])[C@@:11]([OH:46])([CH3:45])[CH2:10][C@@H:9]([CH3:47])[CH2:8][N:7]([CH3:48])[C@H:6]([CH3:49])[C@@H:5]([OH:50])[C@@:4]1([OH:52])[CH3:51].[C:53]([OH:61])(=[O:60])[CH:54]([CH2:56][C:57]([OH:59])=[O:58])[OH:55].C(O)(=O)[C@H](CC(O)=O)O. Product: [CH3:1][CH2:2][C@H:3]1[O:18][C:16](=[O:17])[C@H:15]([CH3:19])[C@@H:14]([O:20][C@@H:21]2[O:26][C@@H:25]([CH3:27])[C@H:24]([OH:28])[C@@:23]([O:30][CH3:31])([CH3:29])[CH2:22]2)[C@H:13]([CH3:32])[C@@H:12]([O:33][C@@H:34]2[O:39][C@H:38]([CH3:40])[CH2:37][C@H:36]([N:41]([CH3:43])[CH3:42])[C@H:35]2[OH:44])[C@@:11]([OH:46])([CH3:45])[CH2:10][C@@H:9]([CH3:47])[CH2:8][N:7]([CH3:48])[C@H:6]([CH3:49])[C@@H:5]([OH:50])[C@@:4]1([OH:52])[CH3:51].[C:53]([O-:61])(=[O:60])[CH:54]([CH2:56][C:57]([O-:59])=[O:58])[OH:55].